Task: Predict the product of the given reaction.. Dataset: Forward reaction prediction with 1.9M reactions from USPTO patents (1976-2016) (1) Given the reactants [Cl:1][C:2]1[CH:6]=[CH:5][S:4][C:3]=1[C:7](=[O:14])[CH2:8][C:9]([O:11][CH2:12][CH3:13])=[O:10].C(N(CC)CC)C.C(NC1C=CC(S([N:35]=[N+:36]=[N-])(=O)=O)=CC=1)(=O)C.[OH-].[Na+].C(=O)([O-])[O-].[Na+].[Na+], predict the reaction product. The product is: [Cl:1][C:2]1[CH:6]=[CH:5][S:4][C:3]=1[C:7](=[O:14])[C:8](=[N+:35]=[N-:36])[C:9]([O:11][CH2:12][CH3:13])=[O:10]. (2) The product is: [ClH:30].[NH2:29][C:8]1[N:7]=[C:6]([O:5][CH2:1][CH2:2][CH2:3][CH3:4])[N:14]=[C:13]2[C:9]=1[NH:10][C:11](=[O:27])[N:12]2[CH2:15][CH:16]1[CH2:21][CH2:20][CH2:19][N:18]([CH:22]2[CH2:23][CH2:24][CH2:25][CH2:26]2)[CH2:17]1. Given the reactants [CH2:1]([O:5][C:6]1[N:14]=[C:13]2[C:9]([N:10]=[C:11]([O:27]C)[N:12]2[CH2:15][CH:16]2[CH2:21][CH2:20][CH2:19][N:18]([CH:22]3[CH2:26][CH2:25][CH2:24][CH2:23]3)[CH2:17]2)=[C:8]([NH2:29])[N:7]=1)[CH2:2][CH2:3][CH3:4].[ClH:30], predict the reaction product. (3) The product is: [O:28]1[CH:29]=[CH:30][C:31]2[C:23]([O:22][CH2:21][C@@H:19]([OH:18])[CH2:20][N:15]3[CH2:16][CH2:17][C:12]([C:7]4[CH:6]=[CH:5][C:4]5[C:9](=[CH:10][CH:11]=[C:2]([F:1])[CH:3]=5)[CH:8]=4)=[CH:13][CH2:14]3)=[CH:24][CH:25]=[CH:26][C:27]1=2. Given the reactants [F:1][C:2]1[CH:3]=[C:4]2[C:9](=[CH:10][CH:11]=1)[CH:8]=[C:7]([C:12]1[CH2:17][CH2:16][NH:15][CH2:14][CH:13]=1)[CH:6]=[CH:5]2.[O:18]1[CH2:20][C@H:19]1[CH2:21][O:22][C:23]1[C:31]2[CH:30]=[CH:29][O:28][C:27]=2[CH:26]=[CH:25][CH:24]=1, predict the reaction product. (4) Given the reactants Cl[C:2]1[NH:10][C:9]2[C:4](=[N:5][C:6]([Cl:11])=[N:7][CH:8]=2)[N:3]=1.CN, predict the reaction product. The product is: [Cl:11][C:6]1[N:5]=[C:4]2[C:9]([NH:10][CH:2]=[N:3]2)=[CH:8][N:7]=1. (5) Given the reactants [CH3:1][C:2]1[CH:7]=[C:6]([CH2:8][CH:9]=[CH2:10])[CH:5]=[C:4]([CH3:11])[C:3]=1[NH:12][C:13]([NH:15][C:16]1[CH:17]=[C:18]([C:42]2[CH:47]=[CH:46][C:45]([O:48][CH3:49])=[CH:44][CH:43]=2)[CH:19]=[CH:20][C:21]=1[C:22]([NH:24][C@H:25]([C:32]([O:34]CC1C=CC=CC=1)=[O:33])[CH2:26][C:27]([O:29][CH2:30][CH3:31])=[O:28])=[O:23])=[O:14].[H][H], predict the reaction product. The product is: [CH3:1][C:2]1[CH:7]=[C:6]([CH2:8][CH2:9][CH3:10])[CH:5]=[C:4]([CH3:11])[C:3]=1[NH:12][C:13]([NH:15][C:16]1[CH:17]=[C:18]([C:42]2[CH:47]=[CH:46][C:45]([O:48][CH3:49])=[CH:44][CH:43]=2)[CH:19]=[CH:20][C:21]=1[C:22]([NH:24][C@@H:25]([CH2:26][C:27]([O:29][CH2:30][CH3:31])=[O:28])[C:32]([OH:34])=[O:33])=[O:23])=[O:14]. (6) Given the reactants [CH3:1][N:2]1[C:10]2[C:5](=[CH:6][C:7]([NH:11][C:12]([C:14]3[C:15]([C:20]4[CH:25]=[CH:24][C:23]([C:26]([F:29])([F:28])[F:27])=[CH:22][CH:21]=4)=[CH:16][CH:17]=[CH:18][CH:19]=3)=[O:13])=[CH:8][CH:9]=2)[CH:4]=[C:3]1[C:30]([O:32]CC)=[O:31].[OH-].[Na+:36], predict the reaction product. The product is: [OH2:13].[Na+:36].[CH3:1][N:2]1[C:10]2[C:5](=[CH:6][C:7]([NH:11][C:12]([C:14]3[C:15]([C:20]4[CH:25]=[CH:24][C:23]([C:26]([F:28])([F:29])[F:27])=[CH:22][CH:21]=4)=[CH:16][CH:17]=[CH:18][CH:19]=3)=[O:13])=[CH:8][CH:9]=2)[CH:4]=[C:3]1[C:30]([O-:32])=[O:31]. (7) Given the reactants [CH3:1][Mg]Cl.[NH4+].[Cl-].O.C([O:9][CH2:10][CH3:11])C.[O:12]1[CH2:16][CH2:15][CH2:14][CH2:13]1, predict the reaction product. The product is: [CH2:16]([O:12][CH2:13][C:10]([CH3:11])([OH:9])[CH3:1])[CH:15]=[CH2:14]. (8) Given the reactants [F:1][C:2]([F:7])([F:6])[C:3]([OH:5])=[O:4].[CH2:8]([S:10]([N:13]1[CH2:18][CH2:17][CH:16]([C:19]2[C:27]3[C:22](=[C:23]([C:38]([NH2:40])=[O:39])[CH:24]=[C:25]([C:28]4[CH:33]=[C:32]([CH2:34][NH:35][CH3:36])[CH:31]=[C:30]([F:37])[CH:29]=4)[CH:26]=3)[NH:21][CH:20]=2)[CH2:15][CH2:14]1)(=[O:12])=[O:11])[CH3:9].[CH2:41]1COCC1.CN, predict the reaction product. The product is: [F:1][C:2]([F:7])([F:6])[C:3]([OH:5])=[O:4].[CH2:36]([NH:35][CH2:34][C:32]1[CH:33]=[C:28]([C:25]2[CH:26]=[C:27]3[C:22](=[C:23]([C:38]([NH2:40])=[O:39])[CH:24]=2)[NH:21][CH:20]=[C:19]3[CH:16]2[CH2:17][CH2:18][N:13]([S:10]([CH2:8][CH3:9])(=[O:11])=[O:12])[CH2:14][CH2:15]2)[CH:29]=[C:30]([F:37])[CH:31]=1)[CH3:41].